Predict the reactants needed to synthesize the given product. From a dataset of Full USPTO retrosynthesis dataset with 1.9M reactions from patents (1976-2016). (1) Given the product [C:23]([O:26][C:27]([NH:1][C:2]1[N:3]=[CH:4][N:5]([CH2:7][C:8]([O:10][CH2:11][CH3:12])=[O:9])[CH:6]=1)=[O:28])([CH3:25])([CH3:24])[CH3:22], predict the reactants needed to synthesize it. The reactants are: [NH2:1][C:2]1[N:3]=[CH:4][N:5]([CH2:7][C:8]([O:10][CH2:11][CH3:12])=[O:9])[CH:6]=1.CCN(C(C)C)C(C)C.[CH3:22][C:23]([O:26][C:27](O[C:27]([O:26][C:23]([CH3:25])([CH3:24])[CH3:22])=[O:28])=[O:28])([CH3:25])[CH3:24].O. (2) Given the product [C:1]([O:5][C:6]([N:8]1[CH2:14][CH2:13][CH2:12][N:11]([C:15]2[CH:20]=[C:19]([NH2:21])[CH:18]=[CH:17][C:16]=2[O:24][CH3:25])[CH2:10][CH2:9]1)=[O:7])([CH3:4])([CH3:3])[CH3:2], predict the reactants needed to synthesize it. The reactants are: [C:1]([O:5][C:6]([N:8]1[CH2:14][CH2:13][CH2:12][N:11]([C:15]2[CH:20]=[C:19]([N+:21]([O-])=O)[CH:18]=[CH:17][C:16]=2[O:24][CH3:25])[CH2:10][CH2:9]1)=[O:7])([CH3:4])([CH3:3])[CH3:2]. (3) Given the product [OH:2][C:3]1[CH:11]=[C:10]([N+:12]([O-:14])=[O:13])[CH:9]=[CH:8][C:4]=1[C:5]([OH:7])=[O:6], predict the reactants needed to synthesize it. The reactants are: C[O:2][C:3]1[CH:11]=[C:10]([N+:12]([O-:14])=[O:13])[CH:9]=[CH:8][C:4]=1[C:5]([OH:7])=[O:6].B(Br)(Br)Br.CO. (4) Given the product [Br:1][C:2]1[CH:3]=[C:4]2[C:8](=[C:9]([C:12]([NH2:14])=[O:13])[C:10]=1[F:11])[NH:7][CH:6]=[C:5]2[CH:15]1[CH2:20][CH2:19][S:28](=[O:30])(=[O:27])[CH2:17][CH2:16]1, predict the reactants needed to synthesize it. The reactants are: [Br:1][C:2]1[CH:3]=[C:4]2[C:8](=[C:9]([C:12]([NH2:14])=[O:13])[C:10]=1[F:11])[NH:7][CH:6]=[C:5]2[CH:15]1[CH2:20][CH2:19]S[CH2:17][CH2:16]1.C([O-])(O)=O.[Na+].O[O:27][S:28]([O-:30])=O.[K+].C(Cl)Cl.